Task: Predict the reactants needed to synthesize the given product.. Dataset: Full USPTO retrosynthesis dataset with 1.9M reactions from patents (1976-2016) (1) Given the product [CH3:38][Ge:39]([CH3:41])([CH3:40])[C:2]1([C:7]2[CH:32]=[CH:31][C:10]([O:11][CH2:12][CH2:13][CH2:14][CH2:15][CH2:16][CH2:17][O:18][C:19]3[CH:24]=[CH:23][C:22]([C:25]4([Ge:39]([CH3:41])([CH3:40])[CH3:38])[S:26][CH2:27][CH2:28][CH2:29][S:30]4)=[CH:21][CH:20]=3)=[CH:9][CH:8]=2)[S:3][CH2:4][CH2:5][CH2:6][S:1]1, predict the reactants needed to synthesize it. The reactants are: [S:1]1[CH2:6][CH2:5][CH2:4][S:3][CH:2]1[C:7]1[CH:32]=[CH:31][C:10]([O:11][CH2:12][CH2:13][CH2:14][CH2:15][CH2:16][CH2:17][O:18][C:19]2[CH:24]=[CH:23][C:22]([CH:25]3[S:30][CH2:29][CH2:28][CH2:27][S:26]3)=[CH:21][CH:20]=2)=[CH:9][CH:8]=1.C([Li])CCC.[CH3:38][Ge:39](Cl)([CH3:41])[CH3:40].O. (2) The reactants are: OC[C:3]1[CH:7]=[CH:6][S:5][C:4]=1[C:8]1[N:13]=[C:12]2[N:14]([CH2:18][CH:19]3[CH2:24][CH2:23][O:22][CH2:21][CH2:20]3)[C:15](=[O:17])[NH:16][C:11]2=[N:10][CH:9]=1.[CH:25]([C:27]1C=CSC=1B(O)O)=[O:26].[BH4-].[Na+].BrC1N=C2N(CC3CCOCC3)C(=[O:47])NC2=NC=1.C(=O)([O-])[O-].[K+].[K+]. Given the product [OH:26][CH2:25][CH2:27][O:47][C:3]1[CH:7]=[CH:6][S:5][C:4]=1[C:8]1[N:13]=[C:12]2[N:14]([CH2:18][CH:19]3[CH2:24][CH2:23][O:22][CH2:21][CH2:20]3)[C:15](=[O:17])[NH:16][C:11]2=[N:10][CH:9]=1, predict the reactants needed to synthesize it.